Dataset: Forward reaction prediction with 1.9M reactions from USPTO patents (1976-2016). Task: Predict the product of the given reaction. (1) Given the reactants [F:1][C:2]([F:30])([F:29])[C:3]1[CH:4]=[C:5]([CH:26]=[CH:27][CH:28]=1)[CH2:6][NH:7][C:8]([C:10]1[C:11]2[CH:18]=[N:17][N:16]([C:19]3[CH:24]=[CH:23][C:22]([F:25])=[CH:21][CH:20]=3)[C:12]=2[CH:13]=[N:14][CH:15]=1)=[O:9].[I:31][CH3:32], predict the reaction product. The product is: [I-:31].[F:25][C:22]1[CH:23]=[CH:24][C:19]([N:16]2[C:12]3=[CH:13][N+:14]([CH3:32])=[CH:15][C:10]([C:8](=[O:9])[NH:7][CH2:6][C:5]4[CH:26]=[CH:27][CH:28]=[C:3]([C:2]([F:1])([F:29])[F:30])[CH:4]=4)=[C:11]3[CH:18]=[N:17]2)=[CH:20][CH:21]=1. (2) Given the reactants [C:1]([C:5]1[CH:30]=[CH:29][C:8]([CH2:9][O:10][C:11]2[C:20]3[C:19]([CH3:22])([CH3:21])[CH2:18][CH2:17][C:16]([CH3:24])([CH3:23])[C:15]=3[CH:14]=[C:13]([CH:25]([OH:28])[C:26]#[CH:27])[CH:12]=2)=[CH:7][CH:6]=1)([CH3:4])([CH3:3])[CH3:2].I[C:32]1[CH:40]=[CH:39][C:35]([C:36]([OH:38])=[O:37])=[CH:34][CH:33]=1, predict the reaction product. The product is: [C:1]([C:5]1[CH:30]=[CH:29][C:8]([CH2:9][O:10][C:11]2[C:20]3[C:19]([CH3:21])([CH3:22])[CH2:18][CH2:17][C:16]([CH3:23])([CH3:24])[C:15]=3[CH:14]=[C:13]([CH:25]([OH:28])[C:26]#[C:27][C:32]3[CH:40]=[CH:39][C:35]([C:36]([OH:38])=[O:37])=[CH:34][CH:33]=3)[CH:12]=2)=[CH:7][CH:6]=1)([CH3:2])([CH3:3])[CH3:4]. (3) Given the reactants C1(C[N:8]([CH2:23][C@@H:24]([C@H:26]2[CH2:31][CH2:30][C:29]3[CH:32]=[C:33]([F:36])[CH:34]=[CH:35][C:28]=3[O:27]2)[OH:25])[CH2:9][C@@H:10]([C@@H:12]2[CH2:17][CH2:16][C:15]3[CH:18]=[C:19]([F:22])[CH:20]=[CH:21][C:14]=3[O:13]2)[OH:11])C=CC=CC=1.C([O-])=O.[NH4+].O, predict the reaction product. The product is: [NH:8]([CH2:23][C@@H:24]([C@H:26]1[CH2:31][CH2:30][C:29]2[CH:32]=[C:33]([F:36])[CH:34]=[CH:35][C:28]=2[O:27]1)[OH:25])[CH2:9][C@@H:10]([C@@H:12]1[CH2:17][CH2:16][C:15]2[CH:18]=[C:19]([F:22])[CH:20]=[CH:21][C:14]=2[O:13]1)[OH:11]. (4) Given the reactants [Br:1][C:2](Br)=[N:3][OH:4].[F:6][C:7]1[CH:22]=[CH:21][C:10]([C:11]([N:13]2[CH2:18][CH2:17][CH2:16][CH:15]([C:19]#[N:20])[CH2:14]2)=[O:12])=[CH:9][CH:8]=1.C([O-])(O)=O.[Na+], predict the reaction product. The product is: [Br:1][C:2]1[N:20]=[C:19]([CH:15]2[CH2:16][CH2:17][CH2:18][N:13]([C:11]([C:10]3[CH:9]=[CH:8][C:7]([F:6])=[CH:22][CH:21]=3)=[O:12])[CH2:14]2)[O:4][N:3]=1. (5) The product is: [NH2:4][C:5]1[CH:6]=[CH:7][C:8]([CH2:11][CH:12]([CH:14]2[CH2:15][CH2:16][N:17]([C:20]([O:22][C:23]([CH3:26])([CH3:25])[CH3:24])=[O:21])[CH2:18][CH2:19]2)[OH:13])=[CH:9][CH:10]=1. Given the reactants C([NH:4][C:5]1[CH:10]=[CH:9][C:8]([CH2:11][CH:12]([CH:14]2[CH2:19][CH2:18][N:17]([C:20]([O:22][C:23]([CH3:26])([CH3:25])[CH3:24])=[O:21])[CH2:16][CH2:15]2)[OH:13])=[CH:7][CH:6]=1)(=O)C.[OH-].[K+].C(O)C, predict the reaction product. (6) Given the reactants [Cl:1][C:2]1[CH:7]=[CH:6][C:5]([C:8]2[N:9]([C:22]3[CH:27]=[CH:26][C:25]([S:28]([CH3:31])(=[O:30])=[O:29])=[CH:24][CH:23]=3)[CH2:10][C:11](O)([CH2:13][S:14][C:15]3[CH:20]=[CH:19][CH:18]=[CH:17][CH:16]=3)[N:12]=2)=[CH:4][CH:3]=1.O.C1(C)C=CC(S(O)(=O)=O)=CC=1, predict the reaction product. The product is: [Cl:1][C:2]1[CH:3]=[CH:4][C:5]([C:8]2[N:9]([C:22]3[CH:23]=[CH:24][C:25]([S:28]([CH3:31])(=[O:30])=[O:29])=[CH:26][CH:27]=3)[CH:10]=[C:11]([CH2:13][S:14][C:15]3[CH:20]=[CH:19][CH:18]=[CH:17][CH:16]=3)[N:12]=2)=[CH:6][CH:7]=1.